This data is from Forward reaction prediction with 1.9M reactions from USPTO patents (1976-2016). The task is: Predict the product of the given reaction. Given the reactants [C:9](O[C:9]([O:11][C:12]([CH3:15])([CH3:14])[CH3:13])=[O:10])([O:11][C:12]([CH3:15])([CH3:14])[CH3:13])=[O:10].CCCCCC.[NH2:22][C:23]1[C:28]([CH3:29])=[CH:27][CH:26]=[CH:25][N:24]=1, predict the reaction product. The product is: [C:12]([O:11][C:9]([NH:22][C:23]1[C:28]([CH3:29])=[CH:27][CH:26]=[CH:25][N:24]=1)=[O:10])([CH3:13])([CH3:14])[CH3:15].